From a dataset of Forward reaction prediction with 1.9M reactions from USPTO patents (1976-2016). Predict the product of the given reaction. Given the reactants [Li]CCCC.[CH2:6]([O:8][C:9]1[CH:14]=[C:13](I)[C:12]([F:16])=[CH:11][C:10]=1[CH3:17])[CH3:7].[B:18](OC)([O:21]C)[O:19]C, predict the reaction product. The product is: [CH2:6]([O:8][C:9]1[C:10]([CH3:17])=[CH:11][C:12]([F:16])=[C:13]([B:18]([OH:21])[OH:19])[CH:14]=1)[CH3:7].